This data is from NCI-60 drug combinations with 297,098 pairs across 59 cell lines. The task is: Regression. Given two drug SMILES strings and cell line genomic features, predict the synergy score measuring deviation from expected non-interaction effect. (1) Drug 1: C1=CC(=CC=C1CC(C(=O)O)N)N(CCCl)CCCl.Cl. Drug 2: C1=CN(C(=O)N=C1N)C2C(C(C(O2)CO)O)O.Cl. Cell line: HCT-15. Synergy scores: CSS=37.2, Synergy_ZIP=-6.06, Synergy_Bliss=1.65, Synergy_Loewe=-10.7, Synergy_HSA=0.588. (2) Drug 1: C1CCC(CC1)NC(=O)N(CCCl)N=O. Drug 2: C1=NC2=C(N1)C(=S)N=CN2. Cell line: KM12. Synergy scores: CSS=25.4, Synergy_ZIP=-7.75, Synergy_Bliss=-7.04, Synergy_Loewe=-2.57, Synergy_HSA=-1.82. (3) Drug 1: CC(CN1CC(=O)NC(=O)C1)N2CC(=O)NC(=O)C2. Drug 2: CC1C(C(=O)NC(C(=O)N2CCCC2C(=O)N(CC(=O)N(C(C(=O)O1)C(C)C)C)C)C(C)C)NC(=O)C3=C4C(=C(C=C3)C)OC5=C(C(=O)C(=C(C5=N4)C(=O)NC6C(OC(=O)C(N(C(=O)CN(C(=O)C7CCCN7C(=O)C(NC6=O)C(C)C)C)C)C(C)C)C)N)C. Cell line: SF-539. Synergy scores: CSS=24.1, Synergy_ZIP=0.345, Synergy_Bliss=3.54, Synergy_Loewe=4.91, Synergy_HSA=4.69. (4) Drug 2: CN(C)N=NC1=C(NC=N1)C(=O)N. Drug 1: C1CC(=O)NC(=O)C1N2CC3=C(C2=O)C=CC=C3N. Cell line: KM12. Synergy scores: CSS=-1.25, Synergy_ZIP=-8.28, Synergy_Bliss=-15.8, Synergy_Loewe=-10.7, Synergy_HSA=-10.6. (5) Drug 1: CC12CCC(CC1=CCC3C2CCC4(C3CC=C4C5=CN=CC=C5)C)O. Drug 2: CN(CCCl)CCCl.Cl. Cell line: MDA-MB-435. Synergy scores: CSS=3.23, Synergy_ZIP=2.84, Synergy_Bliss=7.49, Synergy_Loewe=0.463, Synergy_HSA=1.50. (6) Drug 2: B(C(CC(C)C)NC(=O)C(CC1=CC=CC=C1)NC(=O)C2=NC=CN=C2)(O)O. Cell line: NCI/ADR-RES. Drug 1: CC(C1=C(C=CC(=C1Cl)F)Cl)OC2=C(N=CC(=C2)C3=CN(N=C3)C4CCNCC4)N. Synergy scores: CSS=-1.81, Synergy_ZIP=0.723, Synergy_Bliss=-0.365, Synergy_Loewe=-2.39, Synergy_HSA=-1.89. (7) Drug 1: C1CCN(CC1)CCOC2=CC=C(C=C2)C(=O)C3=C(SC4=C3C=CC(=C4)O)C5=CC=C(C=C5)O. Drug 2: CC1OCC2C(O1)C(C(C(O2)OC3C4COC(=O)C4C(C5=CC6=C(C=C35)OCO6)C7=CC(=C(C(=C7)OC)O)OC)O)O. Cell line: NCI-H322M. Synergy scores: CSS=4.32, Synergy_ZIP=-1.65, Synergy_Bliss=-1.85, Synergy_Loewe=-1.67, Synergy_HSA=-2.42. (8) Drug 1: CC1=C(C=C(C=C1)NC2=NC=CC(=N2)N(C)C3=CC4=NN(C(=C4C=C3)C)C)S(=O)(=O)N.Cl. Drug 2: C#CCC(CC1=CN=C2C(=N1)C(=NC(=N2)N)N)C3=CC=C(C=C3)C(=O)NC(CCC(=O)O)C(=O)O. Cell line: SNB-19. Synergy scores: CSS=1.79, Synergy_ZIP=0.872, Synergy_Bliss=1.92, Synergy_Loewe=0.492, Synergy_HSA=0.345. (9) Drug 1: C1=CN(C(=O)N=C1N)C2C(C(C(O2)CO)O)O.Cl. Drug 2: CC1=C(C=C(C=C1)C(=O)NC2=CC(=CC(=C2)C(F)(F)F)N3C=C(N=C3)C)NC4=NC=CC(=N4)C5=CN=CC=C5. Cell line: M14. Synergy scores: CSS=2.88, Synergy_ZIP=0.265, Synergy_Bliss=2.17, Synergy_Loewe=0.614, Synergy_HSA=0.696. (10) Drug 1: COC1=C2C(=CC3=C1OC=C3)C=CC(=O)O2. Drug 2: C(CCl)NC(=O)N(CCCl)N=O. Cell line: PC-3. Synergy scores: CSS=8.97, Synergy_ZIP=-0.777, Synergy_Bliss=3.96, Synergy_Loewe=3.95, Synergy_HSA=3.70.